From a dataset of NCI-60 drug combinations with 297,098 pairs across 59 cell lines. Regression. Given two drug SMILES strings and cell line genomic features, predict the synergy score measuring deviation from expected non-interaction effect. (1) Drug 1: C1CCN(CC1)CCOC2=CC=C(C=C2)C(=O)C3=C(SC4=C3C=CC(=C4)O)C5=CC=C(C=C5)O. Drug 2: COC1=C2C(=CC3=C1OC=C3)C=CC(=O)O2. Cell line: BT-549. Synergy scores: CSS=2.74, Synergy_ZIP=6.56, Synergy_Bliss=5.20, Synergy_Loewe=3.56, Synergy_HSA=3.81. (2) Cell line: TK-10. Drug 2: CN1C2=C(C=C(C=C2)N(CCCl)CCCl)N=C1CCCC(=O)O.Cl. Synergy scores: CSS=24.9, Synergy_ZIP=0.315, Synergy_Bliss=3.36, Synergy_Loewe=-19.5, Synergy_HSA=2.83. Drug 1: COC1=CC(=CC(=C1O)OC)C2C3C(COC3=O)C(C4=CC5=C(C=C24)OCO5)OC6C(C(C7C(O6)COC(O7)C8=CC=CS8)O)O. (3) Synergy scores: CSS=34.6, Synergy_ZIP=-9.88, Synergy_Bliss=-2.42, Synergy_Loewe=-1.22, Synergy_HSA=0.161. Drug 2: C1=CC=C(C=C1)NC(=O)CCCCCCC(=O)NO. Cell line: A498. Drug 1: C1=CN(C(=O)N=C1N)C2C(C(C(O2)CO)O)O.Cl.